From a dataset of Catalyst prediction with 721,799 reactions and 888 catalyst types from USPTO. Predict which catalyst facilitates the given reaction. (1) The catalyst class is: 42. Product: [Br:1][C:2]1[C:7]([CH3:8])=[C:6]([N+:9]([O-:11])=[O:10])[CH:5]=[CH:4][C:3]=1[O:12][CH2:14][CH:15]1[CH2:17][CH2:16]1. Reactant: [Br:1][C:2]1[C:7]([CH3:8])=[C:6]([N+:9]([O-:11])=[O:10])[CH:5]=[CH:4][C:3]=1[OH:12].Br[CH2:14][CH:15]1[CH2:17][CH2:16]1.C(=O)([O-])[O-].[Cs+].[Cs+].[Cl-].[Na+]. (2) The catalyst class is: 14. Product: [CH2:18]([O:17][C:10](=[O:16])[C:11](=[O:13])[CH:5]([CH2:6][CH2:7][CH3:8])[C:4]([O:3][CH2:1][CH3:2])=[O:9])[CH3:19]. Reactant: [CH2:1]([O:3][C:4](=[O:9])[CH2:5][CH2:6][CH2:7][CH3:8])[CH3:2].[C:10]([O:17][CH2:18][CH3:19])(=[O:16])[C:11]([O:13]CC)=O.CC[O-].[Na+]. (3) Reactant: Br[C:2]1[CH:9]=[C:8]([O:10][C:11]2[CH:12]=[N:13][CH:14]=[CH:15][CH:16]=2)[CH:7]=[CH:6][C:3]=1[CH:4]=[O:5].[B:17]1([B:17]2[O:21][C:20]([CH3:23])([CH3:22])[C:19]([CH3:25])([CH3:24])[O:18]2)[O:21][C:20]([CH3:23])([CH3:22])[C:19]([CH3:25])([CH3:24])[O:18]1.CC([O-])=O.[K+]. Product: [N:13]1[CH:14]=[CH:15][CH:16]=[C:11]([O:10][C:8]2[CH:7]=[CH:6][C:3]([CH:4]=[O:5])=[C:2]([B:17]3[O:21][C:20]([CH3:23])([CH3:22])[C:19]([CH3:25])([CH3:24])[O:18]3)[CH:9]=2)[CH:12]=1. The catalyst class is: 12.